This data is from Catalyst prediction with 721,799 reactions and 888 catalyst types from USPTO. The task is: Predict which catalyst facilitates the given reaction. (1) Reactant: [CH3:1][C@:2]1([NH:7]C(=O)OC(C)(C)C)[CH2:6][CH2:5][NH:4][CH2:3]1.C(N(CC)CC)C.[C:22]([C:24]1[C:29]2[N:30]=[C:31]([C:33]([N:35]([CH3:37])[CH3:36])=[O:34])[O:32][C:28]=2[C:27](F)=[C:26]([C:39]2[CH:44]=[CH:43][CH:42]=[CH:41][CH:40]=2)[C:25]=1[CH3:45])#[N:23]. Product: [NH2:7][C@@:2]1([CH3:1])[CH2:6][CH2:5][N:4]([C:27]2[C:28]3[O:32][C:31]([C:33]([N:35]([CH3:36])[CH3:37])=[O:34])=[N:30][C:29]=3[C:24]([C:22]#[N:23])=[C:25]([CH3:45])[C:26]=2[C:39]2[CH:40]=[CH:41][CH:42]=[CH:43][CH:44]=2)[CH2:3]1. The catalyst class is: 16. (2) Reactant: [I:1][C:2]1[CH:3]=[C:4]([CH:8]=[CH:9][C:10]=1[CH3:11])[C:5]([OH:7])=O.[CH2:12]1[C:20]2[C:15](=[CH:16][CH:17]=[CH:18][CH:19]=2)[CH2:14][NH:13]1.C(N(CC)CC)C.C1C=CC2N(O)N=NC=2C=1.C(Cl)CCl. Product: [I:1][C:2]1[CH:3]=[C:4]([CH:8]=[CH:9][C:10]=1[CH3:11])[C:5]([N:13]1[CH2:14][C:15]2[C:20](=[CH:19][CH:18]=[CH:17][CH:16]=2)[CH2:12]1)=[O:7]. The catalyst class is: 2. (3) Product: [CH3:7][C:5]1[S:4][C:3]([C:8]2[CH:9]=[CH:10][N:30]=[C:28]([NH:27][C:24]3[CH:25]=[CH:26][C:21]([N:15]4[CH2:16][CH2:17][CH2:18][CH2:19][CH2:20]4)=[CH:22][CH:23]=3)[N:29]=2)=[C:2]([CH3:1])[N:6]=1. The catalyst class is: 23. Reactant: [CH3:1][C:2]1[N:6]=[C:5]([CH3:7])[S:4][C:3]=1/[CH:8]=[CH:9]/[C:10](N(C)C)=O.[N:15]1([C:21]2[CH:26]=[CH:25][C:24]([NH:27][C:28]([NH2:30])=[NH:29])=[CH:23][CH:22]=2)[CH2:20][CH2:19][CH2:18][CH2:17][CH2:16]1. (4) Reactant: [CH:1]1([C:4]2(O)[C:12]3[C:7](=[CH:8][C:9]([F:13])=[CH:10][CH:11]=3)[CH2:6][CH2:5]2)[CH2:3][CH2:2]1.[CH3:15][S:16][CH2:17][C:18]1[CH:19]=[CH:20][CH:21]=[C:22]2[C:26]=1[NH:25][CH:24]=[CH:23]2.FC(F)(F)C(O)=O.[Cl-].[NH4+]. Product: [CH:1]1([C:4]2([C:23]3[C:22]4[C:26](=[C:18]([CH2:17][S:16][CH3:15])[CH:19]=[CH:20][CH:21]=4)[NH:25][CH:24]=3)[C:12]3[C:7](=[CH:8][C:9]([F:13])=[CH:10][CH:11]=3)[CH2:6][CH2:5]2)[CH2:3][CH2:2]1. The catalyst class is: 4. (5) Reactant: [CH3:1][C:2]1[C:6]([C:7]2[N:8]([C:24]#[N:25])[C:9]3[C:14]([C:15]=2[C:16]2[CH:21]=[CH:20][C:19]([O:22]C)=[CH:18][CH:17]=2)=[CH:13][CH:12]=[CH:11][CH:10]=3)=[C:5]([CH3:26])[S:4][N:3]=1.B(F)(F)F.S(C)C.C([O-])(O)=O.[Na+]. Product: [CH3:1][C:2]1[C:6]([C:7]2[N:8]([C:24]#[N:25])[C:9]3[C:14]([C:15]=2[C:16]2[CH:21]=[CH:20][C:19]([OH:22])=[CH:18][CH:17]=2)=[CH:13][CH:12]=[CH:11][CH:10]=3)=[C:5]([CH3:26])[S:4][N:3]=1. The catalyst class is: 61. (6) Reactant: [Cl:1][C:2]1[CH:7]=[CH:6][N:5]=[C:4]2[NH:8][CH:9]=[CH:10][C:3]=12.[Br:11]N1C(=O)CCC1=O. Product: [Br:11][C:10]1[C:3]2[C:4](=[N:5][CH:6]=[CH:7][C:2]=2[Cl:1])[NH:8][CH:9]=1. The catalyst class is: 22. (7) Reactant: C[O:2][C:3](=[O:25])[CH2:4][C:5]1[N:13]2[C:8]([CH:9]=[CH:10][CH:11]=[CH:12]2)=[C:7]([S:14]([C:17]2[CH:22]=[CH:21][C:20]([F:23])=[CH:19][CH:18]=2)(=[O:16])=[O:15])[C:6]=1[CH3:24].CO.O.[OH-].[Na+]. Product: [F:23][C:20]1[CH:21]=[CH:22][C:17]([S:14]([C:7]2[C:6]([CH3:24])=[C:5]([CH2:4][C:3]([OH:25])=[O:2])[N:13]3[C:8]=2[CH:9]=[CH:10][CH:11]=[CH:12]3)(=[O:16])=[O:15])=[CH:18][CH:19]=1. The catalyst class is: 15. (8) The catalyst class is: 2. Reactant: [CH2:1]([O:8][N:9]1[C:14]2[N:15]=[CH:16][N:17]=[CH:18][C:13]=2[C:12]([OH:19])=[C:11]([C:20]([O:22][CH2:23][CH3:24])=[O:21])[C:10]1=[O:25])[C:2]1[CH:7]=[CH:6][CH:5]=[CH:4][CH:3]=1.C(N(CC)CC)C.[F:33][C:34]([F:47])([F:46])[S:35](O[S:35]([C:34]([F:47])([F:46])[F:33])(=[O:37])=[O:36])(=[O:37])=[O:36]. Product: [CH2:1]([O:8][N:9]1[C:14]2[N:15]=[CH:16][N:17]=[CH:18][C:13]=2[C:12]([O:19][S:35]([C:34]([F:47])([F:46])[F:33])(=[O:37])=[O:36])=[C:11]([C:20]([O:22][CH2:23][CH3:24])=[O:21])[C:10]1=[O:25])[C:2]1[CH:7]=[CH:6][CH:5]=[CH:4][CH:3]=1. (9) Reactant: [O:1]1[C:5]([C:6]2[C:7]3[N:8]([C:16]([C:19]([NH:21][CH:22]4[CH2:27][CH2:26][O:25][CH2:24][CH2:23]4)=[O:20])=[CH:17][N:18]=3)[CH:9]=[C:10]([C:12]([F:15])([F:14])[F:13])[CH:11]=2)=[CH:4][N:3]=[CH:2]1.I[CH3:29].[H-].[Na+].[Cl-].[NH4+]. Product: [CH3:29][N:21]([CH:22]1[CH2:27][CH2:26][O:25][CH2:24][CH2:23]1)[C:19]([C:16]1[N:8]2[CH:9]=[C:10]([C:12]([F:14])([F:15])[F:13])[CH:11]=[C:6]([C:5]3[O:1][CH:2]=[N:3][CH:4]=3)[C:7]2=[N:18][CH:17]=1)=[O:20]. The catalyst class is: 3. (10) Reactant: [C:1]([O:5][C:6]([N:8]([CH3:52])[C:9]1[CH:10]=[C:11]([F:51])[CH:12]=[C:13]2[C:17]=1[NH:16][C:15]1[N:18]=[C:19]([O:35][C:36]3[CH:37]=[C:38]([CH:46]=[C:47]([C:49]#[N:50])[CH:48]=3)[O:39][CH2:40][C:41]([O:43]CC)=[O:42])[N:20]=[C:21]([N:22]3[CH2:25][CH:24]([CH2:26][NH:27][C:28]([O:30][C:31]([CH3:34])([CH3:33])[CH3:32])=[O:29])[CH2:23]3)[C:14]2=1)=[O:7])([CH3:4])([CH3:3])[CH3:2].CO.O.[OH-].[Li+]. Product: [C:1]([O:5][C:6]([N:8]([CH3:52])[C:9]1[CH:10]=[C:11]([F:51])[CH:12]=[C:13]2[C:17]=1[NH:16][C:15]1[N:18]=[C:19]([O:35][C:36]3[CH:37]=[C:38]([CH:46]=[C:47]([C:49]#[N:50])[CH:48]=3)[O:39][CH2:40][C:41]([OH:43])=[O:42])[N:20]=[C:21]([N:22]3[CH2:25][CH:24]([CH2:26][NH:27][C:28]([O:30][C:31]([CH3:32])([CH3:34])[CH3:33])=[O:29])[CH2:23]3)[C:14]2=1)=[O:7])([CH3:2])([CH3:3])[CH3:4]. The catalyst class is: 37.